This data is from Reaction yield outcomes from USPTO patents with 853,638 reactions. The task is: Predict the reaction yield, written as a fraction of the theoretical maximum amount of product (1.0 means a 100% yield; for example, 0.34 means a 34% yield). (1) The reactants are Cl[C:2]1[N:7]=[CH:6][N:5]=[C:4]([NH2:8])[C:3]=1[C:9]1[N:10]=[N:11][N:12]([CH3:14])[N:13]=1.[NH2:15][C@H:16]([C:19]1[N:20]([CH:31]2[CH2:33][CH2:32]2)[C:21](=[O:30])[C:22]2[C:27]([CH:28]=1)=[CH:26][CH:25]=[CH:24][C:23]=2[Cl:29])[CH2:17][CH3:18].CCN(C(C)C)C(C)C. The catalyst is CCCCO. The product is [NH2:8][C:4]1[N:5]=[CH:6][N:7]=[C:2]([NH:15][C@H:16]([C:19]2[N:20]([CH:31]3[CH2:33][CH2:32]3)[C:21](=[O:30])[C:22]3[C:27]([CH:28]=2)=[CH:26][CH:25]=[CH:24][C:23]=3[Cl:29])[CH2:17][CH3:18])[C:3]=1[C:9]1[N:10]=[N:11][N:12]([CH3:14])[N:13]=1. The yield is 0.249. (2) The reactants are [Br:1][C:2]1[CH:7]=[CH:6][C:5]([C:8]2(O)[CH2:13][CH2:12][CH:11]([CH2:14][CH2:15][CH3:16])[CH2:10][CH2:9]2)=[C:4]([F:18])[CH:3]=1.CC1C=CC(S(O)(=O)=O)=CC=1. The catalyst is C1(C)C=CC=CC=1. The product is [Br:1][C:2]1[CH:7]=[CH:6][C:5]([C:8]2[CH2:13][CH2:12][CH:11]([CH2:14][CH2:15][CH3:16])[CH2:10][CH:9]=2)=[C:4]([F:18])[CH:3]=1. The yield is 0.990. (3) The reactants are [CH2:1]([O:3][C:4]([C:6]1[CH:11]=[CH:10][CH:9]=[C:8]([C:12]2[CH2:16][CH2:15][CH2:14][C:13]=2[C:17]2[CH:22]=[C:21]([CH3:23])[CH:20]=[CH:19][C:18]=2[OH:24])[N:7]=1)=[O:5])[CH3:2].[F:25][C:26]1[CH:33]=[CH:32][C:29]([CH2:30]Br)=[CH:28][CH:27]=1.C(=O)([O-])[O-].[K+].[K+]. The catalyst is CC(C)=O.O.C(OCC)C. The product is [CH2:1]([O:3][C:4]([C:6]1[CH:11]=[CH:10][CH:9]=[C:8]([C:12]2[CH2:16][CH2:15][CH2:14][C:13]=2[C:17]2[CH:22]=[C:21]([CH3:23])[CH:20]=[CH:19][C:18]=2[O:24][CH2:30][C:29]2[CH:32]=[CH:33][C:26]([F:25])=[CH:27][CH:28]=2)[N:7]=1)=[O:5])[CH3:2]. The yield is 0.860. (4) The reactants are [Br:1][C:2]1[CH:7]=[CH:6][C:5]([NH:8][C:9]2[C:10]([C:17](O)=[O:18])=[CH:11][N:12]([CH3:16])[C:13](=[O:15])[CH:14]=2)=[C:4]([F:20])[CH:3]=1.CC[N:23]=C=NCCCN(C)C.C1C=CC2N(O)N=NC=2C=1.[NH4+].[Cl-].CCN(CC)CC. The catalyst is CN(C=O)C.CCOC(C)=O. The product is [Br:1][C:2]1[CH:7]=[CH:6][C:5]([NH:8][C:9]2[C:10]([C:17]([NH2:23])=[O:18])=[CH:11][N:12]([CH3:16])[C:13](=[O:15])[CH:14]=2)=[C:4]([F:20])[CH:3]=1. The yield is 0.760. (5) The reactants are O.[NH2:2][NH2:3].[Cl:4][C:5]1[N:6]=[C:7](Cl)[C:8]2[S:13][CH:12]=[C:11]([CH3:14])[C:9]=2[N:10]=1. The catalyst is CCO. The product is [Cl:4][C:5]1[N:6]=[C:7]([NH:2][NH2:3])[C:8]2[S:13][CH:12]=[C:11]([CH3:14])[C:9]=2[N:10]=1. The yield is 0.900. (6) The reactants are [CH2:1]([O:5][C:6]1[CH:7]=[CH:8][C:9]([C:12]([O:14]C)=[O:13])=[N:10][CH:11]=1)[C:2]#[C:3][CH3:4].[OH-].[Li+].CCOC(C)=O.Cl. The catalyst is C1COCC1.O. The product is [CH2:1]([O:5][C:6]1[CH:7]=[CH:8][C:9]([C:12]([OH:14])=[O:13])=[N:10][CH:11]=1)[C:2]#[C:3][CH3:4]. The yield is 0.450. (7) The reactants are C([N:14]1[CH2:17][C:16]([O:19][CH3:20])([CH3:18])[CH2:15]1)(C1C=CC=CC=1)C1C=CC=CC=1.[CH3:33][C:32]([O:31][C:29](O[C:29]([O:31][C:32]([CH3:35])([CH3:34])[CH3:33])=[O:30])=[O:30])([CH3:35])[CH3:34]. The catalyst is C(OCC)(=O)C.[PdH2].[C]. The product is [C:32]([O:31][C:29]([N:14]1[CH2:17][C:16]([O:19][CH3:20])([CH3:18])[CH2:15]1)=[O:30])([CH3:33])([CH3:34])[CH3:35]. The yield is 0.930.